From a dataset of Peptide-MHC class I binding affinity with 185,985 pairs from IEDB/IMGT. Regression. Given a peptide amino acid sequence and an MHC pseudo amino acid sequence, predict their binding affinity value. This is MHC class I binding data. (1) The peptide sequence is RYPKTFGWL. The MHC is Mamu-B08 with pseudo-sequence Mamu-B08. The binding affinity (normalized) is 0.419. (2) The peptide sequence is QRAAMAAQL. The MHC is HLA-A02:01 with pseudo-sequence HLA-A02:01. The binding affinity (normalized) is 0.